From a dataset of Full USPTO retrosynthesis dataset with 1.9M reactions from patents (1976-2016). Predict the reactants needed to synthesize the given product. (1) Given the product [NH2:5][CH2:4][C:3]1[C:2]([NH2:1])=[N:9][C:8]([C:10]2[CH:15]=[CH:14][CH:13]=[CH:12][CH:11]=2)=[CH:7][C:6]=1[C:16]1[CH:21]=[CH:20][C:19]([Cl:22])=[CH:18][C:17]=1[Cl:23], predict the reactants needed to synthesize it. The reactants are: [NH2:1][C:2]1[N:9]=[C:8]([C:10]2[CH:15]=[CH:14][CH:13]=[CH:12][CH:11]=2)[CH:7]=[C:6]([C:16]2[CH:21]=[CH:20][C:19]([Cl:22])=[CH:18][C:17]=2[Cl:23])[C:3]=1[C:4]#[N:5].[H-].[H-].[H-].[H-].[Li+].[Al+3].O.C(OCC)(=O)C. (2) Given the product [CH2:12]([O:14][C:15]([C:17]1[S:21][C:20]([C:22]2[CH:27]=[CH:26][C:25]([O:28][CH2:7][CH:8]([CH3:10])[CH3:9])=[C:24]([C:29]#[N:30])[CH:23]=2)=[N:19][C:18]=1[CH3:31])=[O:16])[CH3:13], predict the reactants needed to synthesize it. The reactants are: C(=O)([O-])[O-].[K+].[K+].[CH2:7](Br)[CH:8]([CH3:10])[CH3:9].[CH2:12]([O:14][C:15]([C:17]1[S:21][C:20]([C:22]2[CH:27]=[CH:26][C:25]([OH:28])=[C:24]([C:29]#[N:30])[CH:23]=2)=[N:19][C:18]=1[CH3:31])=[O:16])[CH3:13].O.